This data is from Reaction yield outcomes from USPTO patents with 853,638 reactions. The task is: Predict the reaction yield, written as a fraction of the theoretical maximum amount of product (1.0 means a 100% yield; for example, 0.34 means a 34% yield). The reactants are [C:1]([O:5][C:6]([N:8]1[CH2:13][CH2:12][CH:11]([N:14]2[CH:18]=[C:17](B3OC(C)(C)C(C)(C)O3)[C:16]([C:28]3[CH:33]=[CH:32][CH:31]=[C:30]([N:34]([S:38]([C:41]4[CH:46]=[C:45]([F:47])[CH:44]=[CH:43][C:42]=4[F:48])(=[O:40])=[O:39])[CH2:35][O:36][CH3:37])[C:29]=3[F:49])=[N:15]2)[CH2:10][CH2:9]1)=[O:7])([CH3:4])([CH3:3])[CH3:2].I[C:51]1[CH:59]=[CH:58][N:57]=[C:56]2[C:52]=1[CH:53]=[CH:54][NH:55]2.C(=O)([O-])[O-].[Cs+].[Cs+].C(Cl)Cl. The catalyst is COCCOC.O.C1C=CC(P(C2C=CC=CC=2)[C-]2C=CC=C2)=CC=1.C1C=CC(P(C2C=CC=CC=2)[C-]2C=CC=C2)=CC=1.Cl[Pd]Cl.[Fe+2]. The product is [C:1]([O:5][C:6]([N:8]1[CH2:13][CH2:12][CH:11]([N:14]2[CH:18]=[C:17]([C:51]3[CH:59]=[CH:58][N:57]=[C:56]4[NH:55][CH:54]=[CH:53][C:52]=34)[C:16]([C:28]3[CH:33]=[CH:32][CH:31]=[C:30]([N:34]([S:38]([C:41]4[CH:46]=[C:45]([F:47])[CH:44]=[CH:43][C:42]=4[F:48])(=[O:40])=[O:39])[CH2:35][O:36][CH3:37])[C:29]=3[F:49])=[N:15]2)[CH2:10][CH2:9]1)=[O:7])([CH3:4])([CH3:3])[CH3:2]. The yield is 0.350.